Regression/Classification. Given a drug SMILES string, predict its toxicity properties. Task type varies by dataset: regression for continuous values (e.g., LD50, hERG inhibition percentage) or binary classification for toxic/non-toxic outcomes (e.g., AMES mutagenicity, cardiotoxicity, hepatotoxicity). Dataset: herg_karim. From a dataset of hERG potassium channel inhibition data for cardiac toxicity prediction from Karim et al.. (1) The drug is COc1cc(N)c(Cl)cc1C(=O)N[C@H]1CCN(CCC(=O)N2CCCC2)C[C@H]1OC. The result is 0 (non-blocker). (2) The compound is C[C@H](c1ccc(F)cc1CCCC(=O)O)N(c1cc(F)ccc1F)S(=O)(=O)c1ccc(Cl)cc1. The result is 0 (non-blocker). (3) The compound is NC(=O)c1cccc([S+]([O-])[C@@H]2C[C@@H]3CC[C@H](C2)N3Cc2ccccc2)c1. The result is 0 (non-blocker). (4) The molecule is O=C1COc2ccc(CNC3CCN(CCN4C(=O)COc5ccc(O)cc54)CC3)nc2N1. The result is 0 (non-blocker). (5) The compound is N#Cc1ccc(-c2ccc3c(c2)OC[C@@H]2[C@H](CO)OC(=O)N32)cn1. The result is 0 (non-blocker). (6) The result is 0 (non-blocker). The compound is CCN=C(NS(=O)(=O)c1cccc(Cl)c1)N1N=CCC1c1ccccc1. (7) The drug is c1ccc(-c2noc(CN3CCN(Cc4nc5ccccc5s4)CC3)n2)cc1. The result is 0 (non-blocker).